This data is from Forward reaction prediction with 1.9M reactions from USPTO patents (1976-2016). The task is: Predict the product of the given reaction. (1) The product is: [CH2:33]([O:32][C:30](=[O:31])[CH2:29][C:26]1[CH:25]=[CH:24][C:23]([S:22][C:18]2[CH:19]=[CH:20][CH:21]=[C:16]([NH:15][CH2:9][CH2:8][CH2:7][C:1]3[CH:2]=[CH:3][CH:4]=[CH:5][CH:6]=3)[CH:17]=2)=[CH:28][CH:27]=1)[CH3:34]. Given the reactants [C:1]1([CH2:7][CH2:8][CH:9]=O)[CH:6]=[CH:5][CH:4]=[CH:3][CH:2]=1.C(O)(=O)C.[NH2:15][C:16]1[CH:17]=[C:18]([S:22][C:23]2[CH:28]=[CH:27][C:26]([CH2:29][C:30]([O:32][CH2:33][CH3:34])=[O:31])=[CH:25][CH:24]=2)[CH:19]=[CH:20][CH:21]=1.C([BH3-])#N.[Na+], predict the reaction product. (2) Given the reactants [C:1]([NH:4][C:5]1[S:6][CH:7]=[C:8]([C:10]([OH:12])=O)[N:9]=1)(=[O:3])[CH3:2].C(N1C=CN=C1)(N1C=CN=C1)=O.[NH2:25][C:26]1[CH:44]=[CH:43][C:29]([CH2:30][NH:31][C:32]([NH:34][NH:35][C:36]([O:38][C:39]([CH3:42])([CH3:41])[CH3:40])=[O:37])=[O:33])=[CH:28][CH:27]=1.O, predict the reaction product. The product is: [C:1]([NH:4][C:5]1[S:6][CH:7]=[C:8]([C:10]([NH:25][C:26]2[CH:27]=[CH:28][C:29]([CH2:30][NH:31][C:32]([NH:34][NH:35][C:36]([O:38][C:39]([CH3:40])([CH3:41])[CH3:42])=[O:37])=[O:33])=[CH:43][CH:44]=2)=[O:12])[N:9]=1)(=[O:3])[CH3:2]. (3) Given the reactants [Si:1]([C:5]#[CH:6])([CH3:4])([CH3:3])[CH3:2].[Li]CCCC.[S:12]1[CH2:15][C:14](=[O:16])[CH2:13]1, predict the reaction product. The product is: [CH3:2][Si:1]([C:5]#[C:6][C:14]1([OH:16])[CH2:15][S:12][CH2:13]1)([CH3:4])[CH3:3]. (4) The product is: [Cl:14][C:15]1[N:16]=[C:17]([Cl:22])[N:18]=[C:19]([NH:13][C:11]2[N:10]=[CH:9][N:8]([CH2:7][CH2:6][C:3]3[CH:4]=[CH:5][S:1][CH:2]=3)[CH:12]=2)[N:20]=1. Given the reactants [S:1]1[CH:5]=[CH:4][C:3]([CH2:6][CH2:7][N:8]2[CH:12]=[C:11]([NH2:13])[N:10]=[CH:9]2)=[CH:2]1.[Cl:14][C:15]1[N:20]=[C:19](Cl)[N:18]=[C:17]([Cl:22])[N:16]=1.ClC1N=C(Cl)N=C(NC2N=CN(C3CC3)C=2)N=1, predict the reaction product. (5) Given the reactants [N:1]1([C:7]2[CH:12]=[CH:11][C:10]([OH:13])=[C:9]([CH3:14])[CH:8]=2)[CH2:6][CH2:5][CH2:4][CH2:3][CH2:2]1.[CH2:15]([N:17]([CH2:21][CH3:22])[CH2:18][CH2:19]O)[CH3:16].C1(P(C2C=CC=CC=2)C2C=CC=CC=2)C=CC=CC=1.CC(OC(/N=N/C(OC(C)(C)C)=O)=O)(C)C.[CH2:58]([Cl:60])[Cl:59], predict the reaction product. The product is: [NH3:1].[CH2:58]([Cl:60])[Cl:59].[CH2:15]([N:17]([CH2:21][CH3:22])[CH2:18][CH2:19][O:13][C:10]1[CH:11]=[CH:12][C:7]([N:1]2[CH2:6][CH2:5][CH2:4][CH2:3][CH2:2]2)=[CH:8][C:9]=1[CH3:14])[CH3:16]. (6) The product is: [C:69]([O:68][C@@H:47]([C:48]1[C:49]([C:61]2[CH:66]=[CH:65][C:64]([Cl:67])=[CH:63][CH:62]=2)=[C:50]2[C:55](=[CH:56][C:57]=1[CH3:58])[N:54]=[C:53]([NH:59][NH2:60])[CH:52]=[CH:51]2)[CH2:46][OH:45])([CH3:72])([CH3:70])[CH3:71]. Given the reactants C(OC[C@@H](OC(C)(C)C)C1C(C2C=CC(Cl)=CC=2)=C2C(=CC=1C)N=C(N1CCOCC1)C=C2)(=O)C(C)(C)C.C([O:45][CH2:46][C@@H:47]([O:68][C:69]([CH3:72])([CH3:71])[CH3:70])[C:48]1[C:49]([C:61]2[CH:66]=[CH:65][C:64]([Cl:67])=[CH:63][CH:62]=2)=[C:50]2[C:55](=[CH:56][C:57]=1[CH3:58])[N:54]=[C:53]([NH:59][NH2:60])[CH:52]=[CH:51]2)(=O)C(C)(C)C, predict the reaction product.